From a dataset of CYP3A4 inhibition data for predicting drug metabolism from PubChem BioAssay. Regression/Classification. Given a drug SMILES string, predict its absorption, distribution, metabolism, or excretion properties. Task type varies by dataset: regression for continuous measurements (e.g., permeability, clearance, half-life) or binary classification for categorical outcomes (e.g., BBB penetration, CYP inhibition). Dataset: cyp3a4_veith. (1) The compound is Cc1sc(NC(=O)C2CCCCC2C(=O)O)c(C(N)=O)c1-c1ccc(C(C)(C)C)cc1. The result is 0 (non-inhibitor). (2) The compound is N#Cc1cccc(-c2ccc3ncnc(NC4CCNCC4)c3c2)c1. The result is 0 (non-inhibitor). (3) The molecule is CCN1C(=O)[C@@H]2CC=C3C(=O)[C@H]4O[C@H]4[C@@H](O)[C@H]3[C@H]2C1=O. The result is 0 (non-inhibitor). (4) The molecule is COc1ccc(Oc2ncc3nc(C)c(=O)n(-c4ccccc4)c3n2)cc1. The result is 1 (inhibitor).